From a dataset of Forward reaction prediction with 1.9M reactions from USPTO patents (1976-2016). Predict the product of the given reaction. (1) Given the reactants [Cl:1][C:2]1[CH:3]=[C:4]([S:8][CH2:9][C:10](O)=O)[CH:5]=[CH:6][CH:7]=1.ClC1C=C(S)C=CC=1.BrCC[CH2:24][C:25]([O:27]CC)=[O:26].[OH-].[K+], predict the reaction product. The product is: [Cl:1][C:2]1[CH:3]=[C:4]([S:8][CH2:9][CH2:10][CH2:24][C:25]([OH:27])=[O:26])[CH:5]=[CH:6][CH:7]=1. (2) The product is: [ClH:13].[CH2:3]([C:4]1[CH:11]=[CH:10][CH:9]=[CH:8][C:5]=1[CH2:6][NH2:7])[CH:2]([CH3:12])[CH3:1]. Given the reactants [CH3:1][C:2]([CH3:12])=[CH:3][C:4]1[CH:11]=[CH:10][CH:9]=[CH:8][C:5]=1[C:6]#[N:7].[ClH:13].O1CCOCC1, predict the reaction product. (3) The product is: [C:1]([O:5][C:6](=[O:27])[CH2:7][N:8]1[CH2:17][CH2:16][C:15]2[C:10](=[CH:11][CH:12]=[C:13]([C:29]3[N:30]=[N:31][C:32]([CH3:35])=[CH:33][CH:34]=3)[CH:14]=2)[CH2:9]1)([CH3:2])([CH3:3])[CH3:4]. Given the reactants [C:1]([O:5][C:6](=[O:27])[CH2:7][N:8]1[CH2:17][CH2:16][C:15]2[C:10](=[CH:11][CH:12]=[C:13](B3OC(C)(C)C(C)(C)O3)[CH:14]=2)[CH2:9]1)([CH3:4])([CH3:3])[CH3:2].Cl[C:29]1[N:30]=[N:31][C:32]([CH3:35])=[CH:33][CH:34]=1.O1CCOCC1.C(=O)([O-])[O-].[Na+].[Na+], predict the reaction product.